From a dataset of Forward reaction prediction with 1.9M reactions from USPTO patents (1976-2016). Predict the product of the given reaction. (1) Given the reactants [NH2:1][C:2]1[CH:7]=[CH:6][CH:5]=[CH:4][C:3]=1[C:8]1[C:16]2[O:15][C:14]([C:17]([NH:19][C@@H:20]3[CH:25]4[CH2:26][CH2:27][N:22]([CH2:23][CH2:24]4)[CH2:21]3)=[O:18])=[CH:13][C:12]=2[CH:11]=[CH:10][CH:9]=1.[CH3:28][O:29][CH2:30][C:31]([Cl:33])=[O:32].C(N(CC)CC)C.O, predict the reaction product. The product is: [ClH:33].[N:22]12[CH2:23][CH2:24][CH:25]([CH2:26][CH2:27]1)[C@@H:20]([NH:19][C:17]([C:14]1[O:15][C:16]3[C:8]([C:3]4[CH:4]=[CH:5][CH:6]=[CH:7][C:2]=4[NH:1][C:31](=[O:32])[CH2:30][O:29][CH3:28])=[CH:9][CH:10]=[CH:11][C:12]=3[CH:13]=1)=[O:18])[CH2:21]2. (2) Given the reactants [F:1][C:2]1[CH:10]=[C:9]([C:11]([OH:13])=O)[C:8]([NH:14][C:15]2[CH:20]=[CH:19][CH:18]=[CH:17][CH:16]=2)=[CH:7][C:3]=1[C:4]([OH:6])=[O:5].C(=O)(O)[O-].[Na+], predict the reaction product. The product is: [F:1][C:2]1[C:3]([C:4]([OH:6])=[O:5])=[CH:7][C:8]2[NH:14][C:15]3[C:20](=[CH:19][CH:18]=[CH:17][CH:16]=3)[C:11](=[O:13])[C:9]=2[CH:10]=1. (3) Given the reactants C(N1[CH2:8][CH2:7][O:6]CC1)C.CN(C(ON1N=N[C:19]2[CH:20]=C[CH:22]=[CH:23][C:18]1=2)=[N+](C)C)C.[B-](F)(F)(F)F.O.[CH3:32]N(C=O)C, predict the reaction product. The product is: [CH3:20][CH2:19][CH2:18][CH2:23][CH2:22][CH2:7][CH3:8].[CH:7]([O:6][CH:23]([CH3:22])[CH3:18])([CH3:8])[CH3:32]. (4) Given the reactants [F:1][C:2]1[CH:7]=[CH:6][C:5]([C:8](=O)[CH:9]=O)=[CH:4][C:3]=1[C:12]([F:15])([F:14])[F:13].I.[CH3:17][O:18][C:19]1[CH:24]=[CH:23][C:22]([C:25]([NH:27][NH2:28])=[NH:26])=[CH:21][CH:20]=1, predict the reaction product. The product is: [F:1][C:2]1[CH:7]=[CH:6][C:5]([C:8]2[N:26]=[C:25]([C:22]3[CH:23]=[CH:24][C:19]([O:18][CH3:17])=[CH:20][CH:21]=3)[N:27]=[N:28][CH:9]=2)=[CH:4][C:3]=1[C:12]([F:15])([F:14])[F:13]. (5) Given the reactants [CH:1]1([NH2:7])[CH2:6][CH2:5][CH2:4][CH2:3][CH2:2]1.Cl[C:9]1[C:14]([C:15]([O:17][CH2:18][CH3:19])=[O:16])=[C:13]([CH3:20])[N:12]=[C:11]2[N:21]([CH2:24][CH3:25])[N:22]=[CH:23][C:10]=12.C(N(CC)C(C)C)(C)C, predict the reaction product. The product is: [CH:1]1([NH:7][C:9]2[C:14]([C:15]([O:17][CH2:18][CH3:19])=[O:16])=[C:13]([CH3:20])[N:12]=[C:11]3[N:21]([CH2:24][CH3:25])[N:22]=[CH:23][C:10]=23)[CH2:6][CH2:5][CH2:4][CH2:3][CH2:2]1. (6) Given the reactants [C:1]1([CH:7]([CH2:9][CH2:10][CH2:11][CH2:12][CH2:13][CH2:14][CH2:15][CH2:16][CH3:17])[CH3:8])[CH:6]=[CH:5][CH:4]=[CH:3][CH:2]=1.S(=O)(=O)(O)O.CO[CH2:25][Br:26], predict the reaction product. The product is: [Br:26][CH2:25][C:2]1[CH:3]=[CH:4][CH:5]=[CH:6][C:1]=1[CH:7]([CH2:9][CH2:10][CH2:11][CH2:12][CH2:13][CH2:14][CH2:15][CH2:16][CH3:17])[CH3:8].